This data is from Forward reaction prediction with 1.9M reactions from USPTO patents (1976-2016). The task is: Predict the product of the given reaction. (1) Given the reactants Br[C:2]1[C:3]([N+:8]([O-:10])=[O:9])=[N:4][CH:5]=[CH:6][CH:7]=1.[CH2:11]([Sn](CCCC)(CCCC)C=C)[CH2:12]CC, predict the reaction product. The product is: [N+:8]([C:3]1[C:2]([CH:11]=[CH2:12])=[CH:7][CH:6]=[CH:5][N:4]=1)([O-:10])=[O:9]. (2) Given the reactants [CH3:1][CH:2]([CH3:4])O.[N:5]1[CH:10]=[CH:9][CH:8]=[CH:7][CH:6]=1.[Li]CCCC.C([O-])(O)=O.[Na+], predict the reaction product. The product is: [CH2:1]=[CH:2][CH3:4].[N:5]1[CH:10]=[CH:9][CH:8]=[CH:7][CH:6]=1.